From a dataset of Full USPTO retrosynthesis dataset with 1.9M reactions from patents (1976-2016). Predict the reactants needed to synthesize the given product. (1) Given the product [Br:18][CH2:11][C:8]1[CH:9]=[CH:10][C:5]([S:2]([CH3:1])(=[O:4])=[O:3])=[CH:6][C:7]=1[C:13]([F:16])([F:15])[F:14], predict the reactants needed to synthesize it. The reactants are: [CH3:1][S:2]([C:5]1[CH:10]=[CH:9][C:8]([CH2:11]O)=[C:7]([C:13]([F:16])([F:15])[F:14])[CH:6]=1)(=[O:4])=[O:3].P(Br)(Br)[Br:18].O.[OH-].[Na+]. (2) Given the product [ClH:1].[ClH:1].[CH3:18][N:19]1[CH2:24][CH2:23][CH:22]([CH2:25][N:26]2[CH2:31][CH2:30][N:29]([C:2]3[N:3]=[N:4][C:5]([C:8]4[CH:13]=[CH:12][C:11]([C:14]([F:17])([F:16])[F:15])=[CH:10][CH:9]=4)=[CH:6][CH:7]=3)[CH2:28][CH2:27]2)[CH2:21][CH2:20]1, predict the reactants needed to synthesize it. The reactants are: [Cl:1][C:2]1[N:3]=[N:4][C:5]([C:8]2[CH:13]=[CH:12][C:11]([C:14]([F:17])([F:16])[F:15])=[CH:10][CH:9]=2)=[CH:6][CH:7]=1.[CH3:18][N:19]1[CH2:24][CH2:23][CH:22]([CH2:25][N:26]2[CH2:31][CH2:30][NH:29][CH2:28][CH2:27]2)[CH2:21][CH2:20]1. (3) The reactants are: F[C:2]1[C:7]2[O:8][C:9]3[C:14]([C@@:15]4([CH2:19][O:18][C:17]([NH2:20])=[N:16]4)[C:6]=2[CH:5]=[C:4]([C:27]2[CH:28]=[N:29][CH:30]=[CH:31][CH:32]=2)[N:3]=1)=[CH:13][C:12]([C:21]1[CH:22]=[N:23][CH:24]=[CH:25][CH:26]=1)=[CH:11][CH:10]=3.[CH3:33][O-:34].[Na+]. Given the product [CH3:33][O:34][C:2]1[C:7]2[O:8][C:9]3[C:14]([C@@:15]4([CH2:19][O:18][C:17]([NH2:20])=[N:16]4)[C:6]=2[CH:5]=[C:4]([C:27]2[CH:28]=[N:29][CH:30]=[CH:31][CH:32]=2)[N:3]=1)=[CH:13][C:12]([C:21]1[CH:22]=[N:23][CH:24]=[CH:25][CH:26]=1)=[CH:11][CH:10]=3, predict the reactants needed to synthesize it. (4) Given the product [Cl:11][C:3]1[CH:4]=[C:5]([CH:8]=[C:9]([F:10])[C:2]=1[N:1]=[C:21]=[S:22])[C:6]#[N:7], predict the reactants needed to synthesize it. The reactants are: [NH2:1][C:2]1[C:9]([F:10])=[CH:8][C:5]([C:6]#[N:7])=[CH:4][C:3]=1[Cl:11].CCN(C(C)C)C(C)C.[C:21](Cl)(Cl)=[S:22]. (5) Given the product [Si:1]([O:8][CH:9]([CH2:20][O:21][C:22]1[CH:27]=[CH:26][CH:25]=[C:24]([C:28]2[N:29]=[C:30]([N:35]([CH3:42])[CH:36]3[CH2:41][CH2:40][O:39][CH2:38][CH2:37]3)[CH:31]=[C:32]([C:44]3[C:52]4[CH:51]=[N:50][CH:49]=[N:48][C:47]=4[N:46]([S:53]([CH3:56])(=[O:55])=[O:54])[CH:45]=3)[N:33]=2)[CH:23]=1)[CH2:10][N:11]([CH3:19])[C:12](=[O:18])[O:13][C:14]([CH3:17])([CH3:16])[CH3:15])([C:4]([CH3:7])([CH3:6])[CH3:5])([CH3:3])[CH3:2], predict the reactants needed to synthesize it. The reactants are: [Si:1]([O:8][CH:9]([CH2:20][O:21][C:22]1[CH:27]=[CH:26][CH:25]=[C:24]([C:28]2[N:33]=[C:32](Cl)[CH:31]=[C:30]([N:35]([CH3:42])[CH:36]3[CH2:41][CH2:40][O:39][CH2:38][CH2:37]3)[N:29]=2)[CH:23]=1)[CH2:10][N:11]([CH3:19])[C:12](=[O:18])[O:13][C:14]([CH3:17])([CH3:16])[CH3:15])([C:4]([CH3:7])([CH3:6])[CH3:5])([CH3:3])[CH3:2].Br[C:44]1[C:52]2[CH:51]=[N:50][CH:49]=[N:48][C:47]=2[N:46]([S:53]([CH3:56])(=[O:55])=[O:54])[CH:45]=1.C(N(CC)CC)C. (6) Given the product [OH:1][CH2:2][CH2:3][CH2:4][C:5]1[N:14]=[CH:13][CH:12]=[C:11]2[C:6]=1[CH:7]=[C:8]([C:30]1[CH:31]=[CH:32][CH:33]=[CH:34][CH:35]=1)[C:9]([C:15]1[CH:16]=[CH:17][C:18]([CH2:19][NH:20][C:21](=[O:27])[O:22][C:23]([CH3:24])([CH3:25])[CH3:26])=[CH:28][CH:29]=1)=[N:10]2, predict the reactants needed to synthesize it. The reactants are: [OH:1][CH2:2][C:3]#[C:4][C:5]1[N:14]=[CH:13][CH:12]=[C:11]2[C:6]=1[CH:7]=[C:8]([C:30]1[CH:35]=[CH:34][CH:33]=[CH:32][CH:31]=1)[C:9]([C:15]1[CH:29]=[CH:28][C:18]([CH2:19][NH:20][C:21](=[O:27])[O:22][C:23]([CH3:26])([CH3:25])[CH3:24])=[CH:17][CH:16]=1)=[N:10]2.CO.C(OCC)(=O)C.[H][H]. (7) The reactants are: [F-].C([N+](CCCC)(CCCC)CCCC)CCC.[C:19]1([C:25]2[CH:26]=[C:27]3[C:31](=[CH:32][C:33]=2[Cl:34])[N:30](COCC[Si](C)(C)C)[N:29]=[C:28]3[NH:43][C:44](=[O:48])[CH2:45][CH2:46][CH3:47])[CH:24]=[CH:23][CH:22]=[CH:21][CH:20]=1.C(OCC)(=O)C. Given the product [C:19]1([C:25]2[CH:26]=[C:27]3[C:31](=[CH:32][C:33]=2[Cl:34])[NH:30][N:29]=[C:28]3[NH:43][C:44](=[O:48])[CH2:45][CH2:46][CH3:47])[CH:20]=[CH:21][CH:22]=[CH:23][CH:24]=1, predict the reactants needed to synthesize it. (8) Given the product [NH2:11][CH2:14][C:15]1[C:16](=[O:38])[N:17]([CH2:30][C:31]2[CH:32]=[CH:33][C:34]([F:37])=[CH:35][CH:36]=2)[N:18]=[C:19]([C:21]2[CH:26]=[CH:25][C:24]([O:27][CH3:28])=[C:23]([F:29])[CH:22]=2)[CH:20]=1, predict the reactants needed to synthesize it. The reactants are: C(OC(N1CC[N:11]([CH2:14][C:15]2[C:16](=[O:38])[N:17]([CH2:30][C:31]3[CH:36]=[CH:35][C:34]([F:37])=[CH:33][CH:32]=3)[N:18]=[C:19]([C:21]3[CH:26]=[CH:25][C:24]([O:27][CH3:28])=[C:23]([F:29])[CH:22]=3)[CH:20]=2)CC1)=O)(C)(C)C.FC1C=CC(CN2C(=O)C(COS(C)(=O)=O)=CC(C3C=CC(OC)=C(F)C=3)=N2)=CC=1. (9) Given the product [Cl:16][C:13]1[CH:14]=[CH:15][C:10]([C@@H:9]2[O:8][CH2:7][CH2:6][N:5]([C:18]([O:20][C:21]([CH3:24])([CH3:23])[CH3:22])=[O:19])[CH2:4][C@H:3]2[CH2:2][NH:1][C:26]2[N:31]=[CH:30][CH:29]=[CH:28][N:27]=2)=[CH:11][C:12]=1[F:17], predict the reactants needed to synthesize it. The reactants are: [NH2:1][CH2:2][C@H:3]1[C@H:9]([C:10]2[CH:15]=[CH:14][C:13]([Cl:16])=[C:12]([F:17])[CH:11]=2)[O:8][CH2:7][CH2:6][N:5]([C:18]([O:20][C:21]([CH3:24])([CH3:23])[CH3:22])=[O:19])[CH2:4]1.Cl[C:26]1[N:31]=[CH:30][CH:29]=[CH:28][N:27]=1.C(=O)([O-])[O-].[K+].[K+]. (10) Given the product [CH3:20][Si:19]([CH3:22])([CH3:21])[CH2:18][CH2:17][O:16][CH2:15][N:12]1[C:8]2[N:9]=[CH:10][N:11]=[C:6]([C:4]3[CH:5]=[N:1][N:2]([CH:25]([CH2:26][CH2:27][CH2:28][CH3:29])[CH2:24][C:23]#[N:30])[CH:3]=3)[C:7]=2[CH:14]=[CH:13]1, predict the reactants needed to synthesize it. The reactants are: [NH:1]1[CH:5]=[C:4]([C:6]2[C:7]3[CH:14]=[CH:13][N:12]([CH2:15][O:16][CH2:17][CH2:18][Si:19]([CH3:22])([CH3:21])[CH3:20])[C:8]=3[N:9]=[CH:10][N:11]=2)[CH:3]=[N:2]1.[C:23](#[N:30])[CH:24]=[CH:25][CH2:26][CH2:27][CH2:28][CH3:29].N12CCCN=C1CCCCC2.